Dataset: NCI-60 drug combinations with 297,098 pairs across 59 cell lines. Task: Regression. Given two drug SMILES strings and cell line genomic features, predict the synergy score measuring deviation from expected non-interaction effect. Drug 1: CC1C(C(=O)NC(C(=O)N2CCCC2C(=O)N(CC(=O)N(C(C(=O)O1)C(C)C)C)C)C(C)C)NC(=O)C3=C4C(=C(C=C3)C)OC5=C(C(=O)C(=C(C5=N4)C(=O)NC6C(OC(=O)C(N(C(=O)CN(C(=O)C7CCCN7C(=O)C(NC6=O)C(C)C)C)C)C(C)C)C)N)C. Drug 2: CCCCC(=O)OCC(=O)C1(CC(C2=C(C1)C(=C3C(=C2O)C(=O)C4=C(C3=O)C=CC=C4OC)O)OC5CC(C(C(O5)C)O)NC(=O)C(F)(F)F)O. Cell line: SF-295. Synergy scores: CSS=72.3, Synergy_ZIP=5.46, Synergy_Bliss=5.71, Synergy_Loewe=4.07, Synergy_HSA=5.27.